From a dataset of Reaction yield outcomes from USPTO patents with 853,638 reactions. Predict the reaction yield, written as a fraction of the theoretical maximum amount of product (1.0 means a 100% yield; for example, 0.34 means a 34% yield). (1) The reactants are C[O:2][C:3]([C:5]1[CH2:6][N:7]([C:33]([O:35][C:36]([CH3:39])([CH3:38])[CH3:37])=[O:34])[CH2:8][CH2:9][C:10]=1[C:11]1[CH:32]=[CH:31][C:14]2[C:15]3[N:19]([CH2:20][CH2:21][O:22][C:13]=2[CH:12]=1)[CH:18]=[C:17]([C:23]1[N:24]([CH:28]([CH3:30])[CH3:29])[N:25]=[CH:26][N:27]=1)[N:16]=3)=[O:4].O.[OH-].[Li+]. The catalyst is C1COCC1.O. The product is [C:36]([O:35][C:33]([N:7]1[CH2:8][CH2:9][C:10]([C:11]2[CH:32]=[CH:31][C:14]3[C:15]4[N:19]([CH2:20][CH2:21][O:22][C:13]=3[CH:12]=2)[CH:18]=[C:17]([C:23]2[N:24]([CH:28]([CH3:30])[CH3:29])[N:25]=[CH:26][N:27]=2)[N:16]=4)=[C:5]([C:3]([OH:4])=[O:2])[CH2:6]1)=[O:34])([CH3:38])([CH3:39])[CH3:37]. The yield is 0.510. (2) The reactants are [Cl:1]C(OC(Cl)C)=O.C([N:21]1[CH2:24][CH:23]([C:25]2[O:26][C:27]3[CH:33]=[CH:32][CH:31]=[CH:30][C:28]=3[CH:29]=2)[CH2:22]1)(C1C=CC=CC=1)C1C=CC=CC=1.C(O)C. The catalyst is ClCCl. The product is [ClH:1].[O:26]1[C:27]2[CH:33]=[CH:32][CH:31]=[CH:30][C:28]=2[CH:29]=[C:25]1[CH:23]1[CH2:22][NH:21][CH2:24]1. The yield is 1.23.